Dataset: Forward reaction prediction with 1.9M reactions from USPTO patents (1976-2016). Task: Predict the product of the given reaction. (1) Given the reactants [CH:1]([C:3]1[CH:4]=[C:5]([CH:10]=[CH:11][CH:12]=1)[C:6]([O:8][CH3:9])=[O:7])=O.C(O)(=O)[CH2:14][C:15]([OH:17])=[O:16].N1CCCCC1, predict the reaction product. The product is: [CH3:9][O:8][C:6]([C:5]1[CH:4]=[C:3](/[CH:1]=[CH:14]/[C:15]([OH:17])=[O:16])[CH:12]=[CH:11][CH:10]=1)=[O:7]. (2) Given the reactants CCN(C(C)C)C(C)C.[Br:10][C:11]1[CH:20]=[C:19]2[C:14]([C:15]([OH:29])=[C:16]([C:24](OCC)=[O:25])[C:17](=[O:23])[C:18]2([CH3:22])[CH3:21])=[CH:13][CH:12]=1.Cl.[NH2:31][C@@H:32]([CH3:40])[C:33]([O:35][C:36]([CH3:39])([CH3:38])[CH3:37])=[O:34], predict the reaction product. The product is: [Br:10][C:11]1[CH:20]=[C:19]2[C:14]([C:15]([OH:29])=[C:16]([C:24]([NH:31][C@H:32]([C:33]([O:35][C:36]([CH3:39])([CH3:38])[CH3:37])=[O:34])[CH3:40])=[O:25])[C:17](=[O:23])[C:18]2([CH3:21])[CH3:22])=[CH:13][CH:12]=1. (3) The product is: [F:1][C:2]1[CH:7]=[C:6]([CH3:8])[CH:5]=[CH:4][C:3]=1[S:9]([NH:13][C:14]1[CH:18]=[CH:17][S:16][C:15]=1[C:19]([O:21][CH3:22])=[O:20])(=[O:11])=[O:10]. Given the reactants [F:1][C:2]1[CH:7]=[C:6]([CH3:8])[CH:5]=[CH:4][C:3]=1[S:9](Cl)(=[O:11])=[O:10].[NH2:13][C:14]1[CH:18]=[CH:17][S:16][C:15]=1[C:19]([O:21][CH3:22])=[O:20], predict the reaction product. (4) Given the reactants [OH-].[Na+].[C:3]([NH:7][CH2:8][CH2:9][CH2:10][CH2:11][C@H:12]([NH:17][C:18]([O:20][CH2:21][C:22]1[CH:27]=[CH:26][C:25]([C:28]([F:31])([F:30])[F:29])=[CH:24][CH:23]=1)=[O:19])[C:13]([O:15]C)=[O:14])(=[O:6])[CH:4]=[CH2:5].Cl, predict the reaction product. The product is: [C:3]([NH:7][CH2:8][CH2:9][CH2:10][CH2:11][C@H:12]([NH:17][C:18]([O:20][CH2:21][C:22]1[CH:23]=[CH:24][C:25]([C:28]([F:29])([F:30])[F:31])=[CH:26][CH:27]=1)=[O:19])[C:13]([OH:15])=[O:14])(=[O:6])[CH:4]=[CH2:5].